This data is from Forward reaction prediction with 1.9M reactions from USPTO patents (1976-2016). The task is: Predict the product of the given reaction. (1) The product is: [CH2:1]([O:8][C:9]1[CH:17]=[CH:16][CH:15]=[C:14]2[C:10]=1[CH:11]=[C:12]([C:18]1[O:24][C:22]([CH3:23])=[N:21][N:20]=1)[NH:13]2)[C:2]1[CH:3]=[CH:4][CH:5]=[CH:6][CH:7]=1. Given the reactants [CH2:1]([O:8][C:9]1[CH:17]=[CH:16][CH:15]=[C:14]2[C:10]=1[CH:11]=[C:12]([C:18]([NH:20][NH:21][C:22](=[O:24])[CH3:23])=O)[NH:13]2)[C:2]1[CH:7]=[CH:6][CH:5]=[CH:4][CH:3]=1.C1(P(C2C=CC=CC=2)C2C=CC=CC=2)C=CC=CC=1.C(N(CC)CC)C.N(C(OC(C)C)=O)=NC(OC(C)C)=O, predict the reaction product. (2) Given the reactants [S:1]1[CH:5]=[CH:4][N:3]=[C:2]1[C:6]1([O:18][CH2:19][CH2:20]OS(C2C=CC(C)=CC=2)(=O)=O)[CH2:10][CH2:9][N:8](C(OC(C)(C)C)=O)[CH2:7]1.FC(F)(F)C(O)=O.C(=O)([O-])[O-].[K+].[K+], predict the reaction product. The product is: [S:1]1[CH:5]=[CH:4][N:3]=[C:2]1[C:6]12[CH2:7][N:8]([CH2:9][CH2:10]1)[CH2:20][CH2:19][O:18]2.